Dataset: Forward reaction prediction with 1.9M reactions from USPTO patents (1976-2016). Task: Predict the product of the given reaction. (1) Given the reactants C(OC(=O)NCC1C=CC(CNC(C2C(Cl)=NC=CC=2)=O)=CC=1)(C)(C)C.[CH2:27]([O:29][C:30](=[O:38])[C:31]1[CH:36]=[CH:35][CH:34]=[C:33](O)[CH:32]=1)[CH3:28].C(=O)([O-])[O-].[Cs+].[Cs+].CN(C)C=O, predict the reaction product. The product is: [CH2:27]([O:29][C:30](=[O:38])[C:31]1[CH:36]=[CH:35][CH:34]=[CH:33][CH:32]=1)[CH3:28]. (2) Given the reactants [Br:1][C:2]1[CH:11]=[C:10]([CH2:12]Br)[CH:9]=[CH:8][C:3]=1[C:4]([O:6][CH3:7])=[O:5].[NH3:14], predict the reaction product. The product is: [NH2:14][CH2:12][C:10]1[CH:9]=[CH:8][C:3]([C:4]([O:6][CH3:7])=[O:5])=[C:2]([Br:1])[CH:11]=1. (3) Given the reactants Br[C:2]1[CH:10]=[C:9](Br)[CH:8]=[C:7]2[C:3]=1[C:4]([CH2:17][CH2:18][C:19]([O:21][CH2:22][CH3:23])=[O:20])=[C:5]([C:12]([O:14][CH2:15][CH3:16])=[O:13])[NH:6]2.[C:24]1(B(O)O)[CH:29]=[CH:28][CH:27]=[CH:26][CH:25]=1.O.O.O.P([O-])([O-])([O-])=O.[K+].[K+].[K+], predict the reaction product. The product is: [C:24]1([C:2]2[CH:10]=[C:9]([C:2]3[CH:10]=[CH:9][CH:8]=[CH:7][CH:3]=3)[CH:8]=[C:7]3[C:3]=2[C:4]([CH2:17][CH2:18][C:19]([O:21][CH2:22][CH3:23])=[O:20])=[C:5]([C:12]([O:14][CH2:15][CH3:16])=[O:13])[NH:6]3)[CH:29]=[CH:28][CH:27]=[CH:26][CH:25]=1. (4) Given the reactants [CH3:1][C:2]1[C:3]([C:29]([F:32])([F:31])[F:30])=[CH:4][C:5]2[N:14]([CH2:15][CH2:16][CH2:17][CH2:18][CH2:19][CH2:20][C:21]([O:23]CC)=[O:22])[C:13]3[C:8]([C:9](=[O:27])[NH:10][C:11](=[O:26])[N:12]=3)=[N:7][C:6]=2[CH:28]=1.Cl.C([O-])(O)=O.[Na+:38], predict the reaction product. The product is: [CH3:1][C:2]1[C:3]([C:29]([F:30])([F:31])[F:32])=[CH:4][C:5]2[N:14]([CH2:15][CH2:16][CH2:17][CH2:18][CH2:19][CH2:20][C:21]([O-:23])=[O:22])[C:13]3[C:8]([C:9](=[O:27])[NH:10][C:11](=[O:26])[N:12]=3)=[N:7][C:6]=2[CH:28]=1.[Na+:38]. (5) Given the reactants [F:1][C:2]1[C:7]([CH2:8][OH:9])=[C:6]([F:10])[CH:5]=[CH:4][C:3]=1[NH:11][S:12]([C:15]1[S:16][CH:17]=[CH:18][CH:19]=1)(=[O:14])=[O:13].CC(OI1(OC(C)=O)(OC(C)=O)OC(=O)C2C=CC=CC1=2)=O.O, predict the reaction product. The product is: [F:1][C:2]1[C:7]([CH:8]=[O:9])=[C:6]([F:10])[CH:5]=[CH:4][C:3]=1[NH:11][S:12]([C:15]1[S:16][CH:17]=[CH:18][CH:19]=1)(=[O:14])=[O:13]. (6) Given the reactants [N:1]1([C:8]([C:10]2[CH:14]=[C:13]([C:15]3[CH:16]=[N:17][NH:18][CH:19]=3)[S:12][CH:11]=2)=[O:9])[CH2:7][CH2:6][CH2:5][NH:4][CH2:3][CH2:2]1.C(N(CC)CC)C.[CH3:27][S:28](Cl)(=[O:30])=[O:29], predict the reaction product. The product is: [CH3:27][S:28]([N:4]1[CH2:5][CH2:6][CH2:7][N:1]([C:8]([C:10]2[CH:14]=[C:13]([C:15]3[CH:16]=[N:17][NH:18][CH:19]=3)[S:12][CH:11]=2)=[O:9])[CH2:2][CH2:3]1)(=[O:30])=[O:29]. (7) Given the reactants [F:1][C:2]1[CH:7]=[CH:6][C:5]([C:8]2[NH:12][CH:11]=[C:10]([C:13]([NH:15][C:16]3[CH:21]=[CH:20][C:19]([S:22]([CH3:25])(=[O:24])=[O:23])=[CH:18][CH:17]=3)=[O:14])[C:9]=2[CH3:26])=[C:4]([C:27]([F:30])([F:29])[F:28])[CH:3]=1.CC(C)([O-])C.[Na+].[CH3:37][C@H:38]1[C@H:42]([CH3:43])OS(=O)(=O)[O:39]1.Cl, predict the reaction product. The product is: [F:1][C:2]1[CH:7]=[CH:6][C:5]([C:8]2[N:12]([C@H:42]([CH3:43])[C@@H:38]([OH:39])[CH3:37])[CH:11]=[C:10]([C:13]([NH:15][C:16]3[CH:17]=[CH:18][C:19]([S:22]([CH3:25])(=[O:24])=[O:23])=[CH:20][CH:21]=3)=[O:14])[C:9]=2[CH3:26])=[C:4]([C:27]([F:29])([F:28])[F:30])[CH:3]=1.